From a dataset of NCI-60 drug combinations with 297,098 pairs across 59 cell lines. Regression. Given two drug SMILES strings and cell line genomic features, predict the synergy score measuring deviation from expected non-interaction effect. (1) Drug 1: CC12CCC(CC1=CCC3C2CCC4(C3CC=C4C5=CN=CC=C5)C)O. Drug 2: C1CCC(C1)C(CC#N)N2C=C(C=N2)C3=C4C=CNC4=NC=N3. Cell line: NCI-H226. Synergy scores: CSS=4.69, Synergy_ZIP=-3.00, Synergy_Bliss=-1.39, Synergy_Loewe=-4.11, Synergy_HSA=-2.88. (2) Drug 1: CC(C)(C#N)C1=CC(=CC(=C1)CN2C=NC=N2)C(C)(C)C#N. Drug 2: C#CCC(CC1=CN=C2C(=N1)C(=NC(=N2)N)N)C3=CC=C(C=C3)C(=O)NC(CCC(=O)O)C(=O)O. Cell line: COLO 205. Synergy scores: CSS=10.1, Synergy_ZIP=-2.04, Synergy_Bliss=-1.76, Synergy_Loewe=1.01, Synergy_HSA=1.07.